From a dataset of NCI-60 drug combinations with 297,098 pairs across 59 cell lines. Regression. Given two drug SMILES strings and cell line genomic features, predict the synergy score measuring deviation from expected non-interaction effect. (1) Drug 1: CC1=C(C=C(C=C1)C(=O)NC2=CC(=CC(=C2)C(F)(F)F)N3C=C(N=C3)C)NC4=NC=CC(=N4)C5=CN=CC=C5. Drug 2: CN(C(=O)NC(C=O)C(C(C(CO)O)O)O)N=O. Cell line: ACHN. Synergy scores: CSS=-7.39, Synergy_ZIP=4.20, Synergy_Bliss=-0.825, Synergy_Loewe=-8.12, Synergy_HSA=-8.46. (2) Drug 1: C1CC(=O)NC(=O)C1N2CC3=C(C2=O)C=CC=C3N. Drug 2: C1=NNC2=C1C(=O)NC=N2. Cell line: UO-31. Synergy scores: CSS=7.11, Synergy_ZIP=-1.58, Synergy_Bliss=2.25, Synergy_Loewe=1.67, Synergy_HSA=1.89. (3) Drug 1: CN(C(=O)NC(C=O)C(C(C(CO)O)O)O)N=O. Drug 2: CC1CCCC2(C(O2)CC(NC(=O)CC(C(C(=O)C(C1O)C)(C)C)O)C(=CC3=CSC(=N3)C)C)C. Cell line: HCT-15. Synergy scores: CSS=28.6, Synergy_ZIP=1.29, Synergy_Bliss=2.49, Synergy_Loewe=-43.6, Synergy_HSA=2.67.